This data is from Forward reaction prediction with 1.9M reactions from USPTO patents (1976-2016). The task is: Predict the product of the given reaction. (1) The product is: [CH2:15]([O:22][C:23]([NH:25][C@:26]([CH:33]([CH2:35][CH3:36])[CH3:34])([CH2:30][CH:31]=[CH2:32])[C:27]([NH:9][CH2:10][C:11]([O:13][CH3:14])=[O:12])=[O:28])=[O:24])[C:16]1[CH:21]=[CH:20][CH:19]=[CH:18][CH:17]=1. Given the reactants CN1CCOCC1.Cl.[NH2:9][CH2:10][C:11]([O:13][CH3:14])=[O:12].[CH2:15]([O:22][C:23]([NH:25][C@:26]([CH:33]([CH2:35][CH3:36])[CH3:34])([CH2:30][CH:31]=[CH2:32])[C:27](O)=[O:28])=[O:24])[C:16]1[CH:21]=[CH:20][CH:19]=[CH:18][CH:17]=1.CN(C(ON1N=NC2C=CC=NC1=2)=[N+](C)C)C.F[P-](F)(F)(F)(F)F, predict the reaction product. (2) Given the reactants ClCCl.[OH:4][CH2:5][C:6]1[CH:11]=[CH:10][C:9]([OH:12])=[CH:8][CH:7]=1.[CH3:13][Si:14](Cl)([CH3:16])[CH3:15].[Na+].[Cl-], predict the reaction product. The product is: [CH3:13][Si:14]([CH3:16])([CH3:15])[O:4][CH2:5][C:6]1[CH:11]=[CH:10][C:9]([OH:12])=[CH:8][CH:7]=1. (3) Given the reactants [N:1]1[NH:2][N:3]=[N:4][C:5]=1[C:6]1[CH:7]=[C:8]2[C:12](=[CH:13][CH:14]=1)[NH:11][N:10]=[C:9]2[C:15]1[CH:20]=[CH:19][CH:18]=[CH:17][C:16]=1[O:21]C, predict the reaction product. The product is: [N:4]1[NH:3][N:2]=[N:1][C:5]=1[C:6]1[CH:7]=[C:8]2[C:12](=[CH:13][CH:14]=1)[NH:11][N:10]=[C:9]2[C:15]1[CH:20]=[CH:19][CH:18]=[CH:17][C:16]=1[OH:21].